From a dataset of Reaction yield outcomes from USPTO patents with 853,638 reactions. Predict the reaction yield, written as a fraction of the theoretical maximum amount of product (1.0 means a 100% yield; for example, 0.34 means a 34% yield). (1) The reactants are [N+:1]([C:4]1[CH:12]=[CH:11][CH:10]=[C:6]([C:7]([OH:9])=[O:8])[C:5]=1[C:13]([OH:15])=[O:14])([O-])=O.C(O)C.[H][H]. The catalyst is CCOCC.[Pd]. The product is [NH2:1][C:4]1[CH:12]=[CH:11][CH:10]=[C:6]([C:7]([OH:9])=[O:8])[C:5]=1[C:13]([OH:15])=[O:14]. The yield is 0.840. (2) The reactants are [NH:1]1[CH2:7][CH2:6][CH2:5][NH:4][CH2:3][CH2:2]1.CC([O-])(C)C.[Na+].C1C=CC(P(C2C=CC3C(=CC=CC=3)C=2C2C3C(=CC=CC=3)C=CC=2P(C2C=CC=CC=2)C2C=CC=CC=2)C2C=CC=CC=2)=CC=1.Br[C:61]1[C:62]([CH:71]2[CH2:73][CH2:72]2)=[CH:63][CH:64]=[C:65]2[C:70]=1[N:69]=[CH:68][CH:67]=[CH:66]2. The catalyst is C1(C)C=CC=CC=1.C1C=CC(/C=C/C(/C=C/C2C=CC=CC=2)=O)=CC=1.C1C=CC(/C=C/C(/C=C/C2C=CC=CC=2)=O)=CC=1.C1C=CC(/C=C/C(/C=C/C2C=CC=CC=2)=O)=CC=1.[Pd].[Pd]. The product is [CH:71]1([C:62]2[C:61]([N:1]3[CH2:7][CH2:6][CH2:5][NH:4][CH2:3][CH2:2]3)=[C:70]3[C:65]([CH:66]=[CH:67][CH:68]=[N:69]3)=[CH:64][CH:63]=2)[CH2:73][CH2:72]1. The yield is 0.510. (3) The reactants are Cl.[NH2:2][C@H:3]([C:8]([N:10]1[CH2:14][CH2:13][CH2:12][C@H:11]1[C:15]#[N:16])=[O:9])[C@H:4]([CH2:6][CH3:7])[CH3:5].Cl[C:18]([O:20][CH3:21])=[O:19].C(N(CC)CC)C. The catalyst is ClCCl. The product is [CH3:21][O:20][C:18]([NH:2][C@H:3]([C:8]([N:10]1[CH2:14][CH2:13][CH2:12][C@H:11]1[C:15]#[N:16])=[O:9])[C@H:4]([CH2:6][CH3:7])[CH3:5])=[O:19]. The yield is 0.950. (4) The reactants are [NH2:1][C:2]1[CH:7]=[CH:6][C:5]([C@@H:8]2[O:13][CH2:12][CH2:11][N:10]([C@@H](C3C=CC=CC=3)C)[CH2:9]2)=[CH:4][CH:3]=1.C([O-])=O.[NH4+].CO.O. The catalyst is O1CCCC1.[Pd]. The product is [NH:10]1[CH2:11][CH2:12][O:13][C@@H:8]([C:5]2[CH:6]=[CH:7][C:2]([NH2:1])=[CH:3][CH:4]=2)[CH2:9]1. The yield is 0.950. (5) The reactants are C[O:2][C:3](=[O:27])[C@@H:4]([N:12]1[CH2:16][C:15]([O:17][C:18]2[CH:23]=[CH:22][CH:21]=[CH:20][C:19]=2[S:24][CH3:25])=[CH:14][C:13]1=[O:26])[CH2:5][CH:6]1[CH2:11][CH2:10][CH2:9][CH2:8][CH2:7]1.[OH-].[Li+]. The catalyst is O1CCCC1.O. The product is [CH:6]1([CH2:5][C@H:4]([N:12]2[CH2:16][C:15]([O:17][C:18]3[CH:23]=[CH:22][CH:21]=[CH:20][C:19]=3[S:24][CH3:25])=[CH:14][C:13]2=[O:26])[C:3]([OH:27])=[O:2])[CH2:11][CH2:10][CH2:9][CH2:8][CH2:7]1. The yield is 0.830. (6) The reactants are Br[C:2]1[CH:7]=[CH:6][C:5]([S:8]([N:11]2[CH2:27][CH2:26][C:14]3([O:19][CH2:18][C:17](=[O:20])[N:16]([C:21]4([C:24]#[N:25])[CH2:23][CH2:22]4)[CH2:15]3)[CH2:13][CH2:12]2)(=[O:10])=[O:9])=[CH:4][CH:3]=1.CC1(C)C(C)(C)OB([C:36]2[CH:45]=[C:44]3[C:39]([CH:40]=[CH:41][CH:42]=[N:43]3)=[CH:38][CH:37]=2)O1.C(=O)([O-])[O-].[K+].[K+].C(#N)C. The catalyst is O1CCOCC1.C1C=CC(P(C2C=CC=CC=2)[C-]2C=CC=C2)=CC=1.C1C=CC(P(C2C=CC=CC=2)[C-]2C=CC=C2)=CC=1.Cl[Pd]Cl.[Fe+2].C(Cl)Cl.O. The product is [O:20]=[C:17]1[N:16]([C:21]2([C:24]#[N:25])[CH2:23][CH2:22]2)[CH2:15][C:14]2([CH2:26][CH2:27][N:11]([S:8]([C:5]3[CH:6]=[CH:7][C:2]([C:36]4[CH:45]=[C:44]5[C:39]([CH:40]=[CH:41][CH:42]=[N:43]5)=[CH:38][CH:37]=4)=[CH:3][CH:4]=3)(=[O:10])=[O:9])[CH2:12][CH2:13]2)[O:19][CH2:18]1. The yield is 0.740. (7) The reactants are [C:1]12([C:11]3[CH:12]=[C:13]([C:25]4[N:30]=[CH:29][C:28]([N+:31]([O-])=O)=[CH:27][N:26]=4)[CH:14]=[CH:15][C:16]=3[O:17][CH2:18][C:19]3[CH:24]=[CH:23][CH:22]=[CH:21][CH:20]=3)[CH2:10][CH:5]3[CH2:6][CH:7]([CH2:9][CH:3]([CH2:4]3)[CH2:2]1)[CH2:8]2.O.O.Cl[Sn]Cl.[OH-].[Na+].C([O-])(O)=O.[Na+]. The catalyst is CCO.O. The product is [NH2:31][C:28]1[CH:27]=[N:26][C:25]([C:13]2[CH:14]=[CH:15][C:16]([O:17][CH2:18][C:19]3[CH:24]=[CH:23][CH:22]=[CH:21][CH:20]=3)=[C:11]([C:1]34[CH2:2][CH:3]5[CH2:9][CH:7]([CH2:6][CH:5]([CH2:4]5)[CH2:10]3)[CH2:8]4)[CH:12]=2)=[N:30][CH:29]=1. The yield is 0.350.